This data is from NCI-60 drug combinations with 297,098 pairs across 59 cell lines. The task is: Regression. Given two drug SMILES strings and cell line genomic features, predict the synergy score measuring deviation from expected non-interaction effect. (1) Drug 1: C1CN1P(=S)(N2CC2)N3CC3. Drug 2: CCC1=C2CN3C(=CC4=C(C3=O)COC(=O)C4(CC)O)C2=NC5=C1C=C(C=C5)O. Cell line: SNB-75. Synergy scores: CSS=28.9, Synergy_ZIP=-3.58, Synergy_Bliss=1.40, Synergy_Loewe=2.65, Synergy_HSA=4.37. (2) Drug 1: C1=NC2=C(N=C(N=C2N1C3C(C(C(O3)CO)O)F)Cl)N. Drug 2: C1CC(=O)NC(=O)C1N2C(=O)C3=CC=CC=C3C2=O. Cell line: LOX IMVI. Synergy scores: CSS=3.19, Synergy_ZIP=-1.60, Synergy_Bliss=-3.90, Synergy_Loewe=0.597, Synergy_HSA=-3.17. (3) Drug 1: CCCCC(=O)OCC(=O)C1(CC(C2=C(C1)C(=C3C(=C2O)C(=O)C4=C(C3=O)C=CC=C4OC)O)OC5CC(C(C(O5)C)O)NC(=O)C(F)(F)F)O. Drug 2: CC(C)CN1C=NC2=C1C3=CC=CC=C3N=C2N. Cell line: K-562. Synergy scores: CSS=49.5, Synergy_ZIP=-5.51, Synergy_Bliss=-10.0, Synergy_Loewe=-8.30, Synergy_HSA=-7.87. (4) Drug 1: CC1=CC=C(C=C1)C2=CC(=NN2C3=CC=C(C=C3)S(=O)(=O)N)C(F)(F)F. Drug 2: CC(C)CN1C=NC2=C1C3=CC=CC=C3N=C2N. Cell line: TK-10. Synergy scores: CSS=2.32, Synergy_ZIP=-0.631, Synergy_Bliss=1.11, Synergy_Loewe=-0.0268, Synergy_HSA=0.0339. (5) Drug 1: CC1C(C(=O)NC(C(=O)N2CCCC2C(=O)N(CC(=O)N(C(C(=O)O1)C(C)C)C)C)C(C)C)NC(=O)C3=C4C(=C(C=C3)C)OC5=C(C(=O)C(=C(C5=N4)C(=O)NC6C(OC(=O)C(N(C(=O)CN(C(=O)C7CCCN7C(=O)C(NC6=O)C(C)C)C)C)C(C)C)C)N)C. Drug 2: CC1C(C(CC(O1)OC2CC(CC3=C2C(=C4C(=C3O)C(=O)C5=C(C4=O)C(=CC=C5)OC)O)(C(=O)CO)O)N)O.Cl. Cell line: SF-268. Synergy scores: CSS=41.4, Synergy_ZIP=5.01, Synergy_Bliss=8.68, Synergy_Loewe=8.17, Synergy_HSA=10.1. (6) Drug 1: CC1=C2C(C(=O)C3(C(CC4C(C3C(C(C2(C)C)(CC1OC(=O)C(C(C5=CC=CC=C5)NC(=O)C6=CC=CC=C6)O)O)OC(=O)C7=CC=CC=C7)(CO4)OC(=O)C)O)C)OC(=O)C. Drug 2: C1CCC(C(C1)N)N.C(=O)(C(=O)[O-])[O-].[Pt+4]. Cell line: MDA-MB-231. Synergy scores: CSS=44.0, Synergy_ZIP=-4.33, Synergy_Bliss=-1.26, Synergy_Loewe=1.31, Synergy_HSA=3.29. (7) Drug 1: C1=NC2=C(N=C(N=C2N1C3C(C(C(O3)CO)O)F)Cl)N. Drug 2: CC1=C2C(C(=O)C3(C(CC4C(C3C(C(C2(C)C)(CC1OC(=O)C(C(C5=CC=CC=C5)NC(=O)C6=CC=CC=C6)O)O)OC(=O)C7=CC=CC=C7)(CO4)OC(=O)C)O)C)OC(=O)C. Cell line: OVCAR3. Synergy scores: CSS=31.3, Synergy_ZIP=9.08, Synergy_Bliss=13.3, Synergy_Loewe=0.304, Synergy_HSA=2.87. (8) Drug 1: CC1=C(C=C(C=C1)NC(=O)C2=CC=C(C=C2)CN3CCN(CC3)C)NC4=NC=CC(=N4)C5=CN=CC=C5. Drug 2: CC1CCCC2(C(O2)CC(NC(=O)CC(C(C(=O)C(C1O)C)(C)C)O)C(=CC3=CSC(=N3)C)C)C. Cell line: MOLT-4. Synergy scores: CSS=68.3, Synergy_ZIP=1.12, Synergy_Bliss=-3.78, Synergy_Loewe=-28.5, Synergy_HSA=-7.80. (9) Drug 1: CC1=C(C=C(C=C1)NC2=NC=CC(=N2)N(C)C3=CC4=NN(C(=C4C=C3)C)C)S(=O)(=O)N.Cl. Drug 2: C1CCN(CC1)CCOC2=CC=C(C=C2)C(=O)C3=C(SC4=C3C=CC(=C4)O)C5=CC=C(C=C5)O. Cell line: NCI-H226. Synergy scores: CSS=14.9, Synergy_ZIP=6.21, Synergy_Bliss=10.9, Synergy_Loewe=7.14, Synergy_HSA=7.34. (10) Drug 1: CC1=C2C(C(=O)C3(C(CC4C(C3C(C(C2(C)C)(CC1OC(=O)C(C(C5=CC=CC=C5)NC(=O)OC(C)(C)C)O)O)OC(=O)C6=CC=CC=C6)(CO4)OC(=O)C)OC)C)OC. Drug 2: CCC1(CC2CC(C3=C(CCN(C2)C1)C4=CC=CC=C4N3)(C5=C(C=C6C(=C5)C78CCN9C7C(C=CC9)(C(C(C8N6C=O)(C(=O)OC)O)OC(=O)C)CC)OC)C(=O)OC)O.OS(=O)(=O)O. Cell line: HCT116. Synergy scores: CSS=80.5, Synergy_ZIP=17.6, Synergy_Bliss=14.2, Synergy_Loewe=8.28, Synergy_HSA=16.7.